Task: Predict which catalyst facilitates the given reaction.. Dataset: Catalyst prediction with 721,799 reactions and 888 catalyst types from USPTO (1) Reactant: [O:1]=[C:2]1[CH2:10][C:9]2[C:4](=[CH:5][CH:6]=[C:7]([NH:11][C:12](=[O:14])[CH3:13])[CH:8]=2)[NH:3]1.[NH:15]1[C:23]2[C:18](=[CH:19][CH:20]=[C:21]([CH:24]=O)[CH:22]=2)[CH:17]=[N:16]1.N1CCCCC1. Product: [NH:15]1[C:23]2[C:18](=[CH:19][CH:20]=[C:21](/[CH:24]=[C:10]3/[C:2](=[O:1])[NH:3][C:4]4[C:9]/3=[CH:8][C:7]([NH:11][C:12](=[O:14])[CH3:13])=[CH:6][CH:5]=4)[CH:22]=2)[CH:17]=[N:16]1. The catalyst class is: 5. (2) Reactant: Br[C:2]1[C:3]([CH3:9])=[N:4][C:5]([CH3:8])=[CH:6][CH:7]=1.[CH3:10][C:11]1([CH3:27])[C:15]([CH3:17])([CH3:16])[O:14][B:13]([B:13]2[O:14][C:15]([CH3:17])([CH3:16])[C:11]([CH3:27])([CH3:10])[O:12]2)[O:12]1.C([O-])(=O)C.[K+].C1(P(C2CCCCC2)C2C=CC=CC=2C2C(OC)=CC=CC=2OC)CCCCC1. Product: [CH3:9][C:3]1[C:2]([B:13]2[O:14][C:15]([CH3:17])([CH3:16])[C:11]([CH3:27])([CH3:10])[O:12]2)=[CH:7][CH:6]=[C:5]([CH3:8])[N:4]=1. The catalyst class is: 127.